The task is: Predict which catalyst facilitates the given reaction.. This data is from Catalyst prediction with 721,799 reactions and 888 catalyst types from USPTO. (1) Reactant: Cl[C:2]1[N:7]=[C:6]([Cl:8])[N:5]=[C:4]([NH:9][C:10]2[CH:15]=[CH:14][C:13]([CH3:16])=[C:12]([F:17])[CH:11]=2)[N:3]=1.[CH:18]1([NH2:25])[CH2:24][CH2:23][CH2:22][CH2:21][CH2:20][CH2:19]1.[OH-].[Na+].O. Product: [Cl:8][C:6]1[N:7]=[C:2]([NH:25][CH:18]2[CH2:24][CH2:23][CH2:22][CH2:21][CH2:20][CH2:19]2)[N:3]=[C:4]([NH:9][C:10]2[CH:15]=[CH:14][C:13]([CH3:16])=[C:12]([F:17])[CH:11]=2)[N:5]=1. The catalyst class is: 21. (2) Reactant: C[O:2][C:3](=[O:29])[CH:4]([C:15]1[CH:20]=[CH:19][C:18]([O:21][CH2:22][CH:23]=[CH2:24])=[C:17]([O:25][CH2:26][CH:27]=[CH2:28])[CH:16]=1)[NH:5][C:6]1[CH:11]=[CH:10][C:9]([C:12](=[NH:14])[NH2:13])=[CH:8][CH:7]=1.[OH-].[Na+].[ClH:32].C(OCC)C. Product: [ClH:32].[CH2:26]([O:25][C:17]1[CH:16]=[C:15]([CH:4]([NH:5][C:6]2[CH:11]=[CH:10][C:9]([C:12](=[NH:13])[NH2:14])=[CH:8][CH:7]=2)[C:3]([OH:29])=[O:2])[CH:20]=[CH:19][C:18]=1[O:21][CH2:22][CH:23]=[CH2:24])[CH:27]=[CH2:28]. The catalyst class is: 111. (3) Product: [C:25]1([N:31]2[CH:17]=[C:3]([C:4]([O:6][CH2:7][CH3:8])=[O:5])[C:2]([CH2:9][CH2:10][C:11]3[CH:16]=[CH:15][CH:14]=[CH:13][CH:12]=3)=[N:32]2)[CH:30]=[CH:29][CH:28]=[CH:27][CH:26]=1. The catalyst class is: 8. Reactant: O=[C:2]([CH2:9][CH2:10][C:11]1[CH:16]=[CH:15][CH:14]=[CH:13][CH:12]=1)[CH2:3][C:4]([O:6][CH2:7][CH3:8])=[O:5].[CH3:17]OC(OC)N(C)C.[C:25]1([NH:31][NH2:32])[CH:30]=[CH:29][CH:28]=[CH:27][CH:26]=1. (4) Reactant: [NH2:1][C:2]1[N:11]=[C:10]([N:12]2[CH2:16][CH2:15][C@@H:14]([NH:17]C(=O)OC(C)(C)C)[CH2:13]2)[C:9]2[CH2:8][CH2:7][C:6]3[O:25][CH:26]4[CH2:31][CH2:30][CH2:29][CH2:28][CH:27]4[C:5]=3[C:4]=2[N:3]=1.FC(F)(F)C(O)=O.[OH-].[Na+]. Product: [NH2:17][C@@H:14]1[CH2:15][CH2:16][N:12]([C:10]2[C:9]3[C:4](=[C:5]4[CH:27]5[CH2:28][CH2:29][CH2:30][CH2:31][CH:26]5[O:25][C:6]4=[CH:7][CH:8]=3)[N:3]=[C:2]([NH2:1])[N:11]=2)[CH2:13]1. The catalyst class is: 4. (5) Reactant: [C:1]1([S:7]([N:10]2[C:14]3=[N:15][CH:16]=[C:17]([N+:20]([O-:22])=[O:21])[C:18](Cl)=[C:13]3[CH:12]=[CH:11]2)(=[O:9])=[O:8])[CH:6]=[CH:5][CH:4]=[CH:3][CH:2]=1.FC(F)(F)C(O)=O.[NH2:30][C@H:31]1[CH2:36][CH2:35][C@H:34]([CH2:37][CH2:38][C:39]#[N:40])[CH2:33][CH2:32]1.C(N(C(C)C)CC)(C)C. Product: [C:1]1([S:7]([N:10]2[C:14]3=[N:15][CH:16]=[C:17]([N+:20]([O-:22])=[O:21])[C:18]([NH:30][C@H:31]4[CH2:36][CH2:35][C@H:34]([CH2:37][CH2:38][C:39]#[N:40])[CH2:33][CH2:32]4)=[C:13]3[CH:12]=[CH:11]2)(=[O:9])=[O:8])[CH:6]=[CH:5][CH:4]=[CH:3][CH:2]=1. The catalyst class is: 41. (6) Reactant: [CH2:1]1[CH2:12][CH2:11][CH2:10][CH2:9][CH2:8][CH2:7][CH2:6][CH2:5][CH2:4][CH2:3][CH2:2]1.C([O:17]N=O)(C)(C)C.ON1C(=O)C2=CC=CC=C2C1=O.C1(=NO)CCCCCCCCCCC1.[N+](C1CCCCCCCCCCC1)([O-])=O. Product: [C:1]1(=[O:17])[CH2:12][CH2:11][CH2:10][CH2:9][CH2:8][CH2:7][CH2:6][CH2:5][CH2:4][CH2:3][CH2:2]1. The catalyst class is: 15. (7) Reactant: CC(C(N=NC1C=CC(Cl)=CC=1[N+]([O-])=O)C(N[C:8]1[CH:13]=[CH:12][C:11]2[NH:14][C:15]([NH:17][C:10]=2[CH:9]=1)=[O:16])=O)=O.[Br-].NC1C=C[N+](CC)=CC=1.[N+]([O-])(O)=O.N([O-])=O.[Na+]. Product: [N:14]1[C:15](=[O:16])[N:17]=[C:10]2[CH:9]=[CH:8][CH:13]=[CH:12][C:11]=12. The catalyst class is: 6.